This data is from Full USPTO retrosynthesis dataset with 1.9M reactions from patents (1976-2016). The task is: Predict the reactants needed to synthesize the given product. Given the product [CH2:1]([N:3]1[CH2:8][CH2:7][N:6]([CH2:9][C:10]#[C:11][C:28]2[S:29][C:22]3[C:23](=[N:24][CH:25]=[CH:26][C:21]=3[O:20][C:19]3[CH:18]=[CH:17][C:15]([NH2:16])=[CH:14][C:13]=3[F:12])[CH:27]=2)[CH2:5][CH2:4]1)[CH3:2], predict the reactants needed to synthesize it. The reactants are: [CH2:1]([N:3]1[CH2:8][CH2:7][N:6]([CH2:9][C:10]#[CH:11])[CH2:5][CH2:4]1)[CH3:2].[F:12][C:13]1[CH:14]=[C:15]([CH:17]=[CH:18][C:19]=1[O:20][C:21]1[CH:26]=[CH:25][N:24]=[C:23]2[CH:27]=[C:28](I)[S:29][C:22]=12)[NH2:16].